From a dataset of Forward reaction prediction with 1.9M reactions from USPTO patents (1976-2016). Predict the product of the given reaction. Given the reactants [CH:1]1([O:6][C:7]2[CH:8]=[C:9]([CH:15]([O:19][CH3:20])[C:16]([OH:18])=O)[CH:10]=[CH:11][C:12]=2[O:13][CH3:14])[CH2:5][CH2:4][CH2:3][CH2:2]1.[NH2:21][CH2:22][C:23]1[CH:30]=[CH:29][C:26]([C:27]#[N:28])=[CH:25][CH:24]=1, predict the reaction product. The product is: [C:22]([C:23]1[CH:30]=[CH:29][C:26]([CH2:27][NH:28][C:16](=[O:18])[CH:15]([C:9]2[CH:10]=[CH:11][C:12]([O:13][CH3:14])=[C:7]([O:6][CH:1]3[CH2:2][CH2:3][CH2:4][CH2:5]3)[CH:8]=2)[O:19][CH3:20])=[CH:25][CH:24]=1)#[N:21].